From a dataset of Forward reaction prediction with 1.9M reactions from USPTO patents (1976-2016). Predict the product of the given reaction. (1) Given the reactants [Cl:1][C:2]1[C:7]2[S:8][C:9](C(O)=O)=[CH:10][C:6]=2[CH:5]=[C:4]([N+:14]([O-:16])=[O:15])[CH:3]=1, predict the reaction product. The product is: [Cl:1][C:2]1[C:7]2[S:8][CH:9]=[CH:10][C:6]=2[CH:5]=[C:4]([N+:14]([O-:16])=[O:15])[CH:3]=1. (2) Given the reactants [Br:1][C:2]1[N:7]=[CH:6][C:5]([NH:8][CH3:9])=[C:4]([NH2:10])[CH:3]=1.[NH:11]1[CH:15]=[C:14]([C:16](O)=O)[CH:13]=[N:12]1.[OH-].[Na+], predict the reaction product. The product is: [Br:1][C:2]1[N:7]=[CH:6][C:5]2[N:8]([CH3:9])[C:16]([C:14]3[CH:13]=[N:12][NH:11][CH:15]=3)=[N:10][C:4]=2[CH:3]=1. (3) Given the reactants [NH2:1][C:2]1[CH:7]=[CH:6][C:5]([C:8]([CH3:15])([CH3:14])[C:9]([O:11][CH2:12][CH3:13])=[O:10])=[CH:4][CH:3]=1.[N:16]([O-])=O.[Na+].O.O.[Sn](Cl)Cl.C(OC)(C)(C)C, predict the reaction product. The product is: [NH:1]([C:2]1[CH:3]=[CH:4][C:5]([C:8]([CH3:14])([CH3:15])[C:9]([O:11][CH2:12][CH3:13])=[O:10])=[CH:6][CH:7]=1)[NH2:16]. (4) Given the reactants FC(F)(F)S(O[C:7]1[CH2:12][CH2:11][CH2:10][CH:9]([N:13]([C:16]2[CH:21]=[CH:20][C:19]([C:22]#[N:23])=[C:18]([C:24]([F:27])([F:26])[F:25])[CH:17]=2)[CH2:14][CH3:15])[CH:8]=1)(=O)=O.CO[C:32]1[N:37]=[CH:36][C:35](B(O)O)=[CH:34][CH:33]=1.C1(P(C2CCCCC2)C2CCCCC2)CCCCC1.P([O-])([O-])([O-])=O.[K+].[K+].[K+].[O:68]1CCOC[CH2:69]1, predict the reaction product. The product is: [CH2:14]([N:13]([CH:9]1[CH2:10][CH2:11][CH2:12][C:7]([C:35]2[CH:36]=[N:37][CH:32]=[CH:33][C:34]=2[O:68][CH3:69])=[CH:8]1)[C:16]1[CH:21]=[CH:20][C:19]([C:22]#[N:23])=[C:18]([C:24]([F:27])([F:26])[F:25])[CH:17]=1)[CH3:15]. (5) Given the reactants Br[C:2]1[CH:7]=[CH:6][C:5]([CH2:8][C:9]([F:12])([F:11])[F:10])=[CH:4][CH:3]=1.[B:13]1([B:13]2[O:17][C:16]([CH3:19])([CH3:18])[C:15]([CH3:21])([CH3:20])[O:14]2)[O:17][C:16]([CH3:19])([CH3:18])[C:15]([CH3:21])([CH3:20])[O:14]1.C(N(CC)CC)C.O, predict the reaction product. The product is: [CH3:20][C:15]1([CH3:21])[C:16]([CH3:19])([CH3:18])[O:17][B:13]([C:2]2[CH:7]=[CH:6][C:5]([CH2:8][C:9]([F:12])([F:11])[F:10])=[CH:4][CH:3]=2)[O:14]1. (6) Given the reactants [I:1]N1C(=O)CCC1=O.[F:9][C:10]1[CH:11]=[C:12]([CH:16]=[CH:17][C:18]=1[CH3:19])[C:13]([OH:15])=[O:14], predict the reaction product. The product is: [F:9][C:10]1[CH:11]=[C:12]([CH:16]=[C:17]([I:1])[C:18]=1[CH3:19])[C:13]([OH:15])=[O:14]. (7) The product is: [CH3:37][O:36][C:34]1[CH:33]=[CH:32][N:31]=[C:30]([N:3]2[C:4]3[CH:18]=[CH:17][CH:16]=[CH:15][C:5]=3[N:6]([CH2:7][C:8]([O:10][C:11]([CH3:14])([CH3:13])[CH3:12])=[O:9])[C:2]2=[O:1])[N:35]=1. Given the reactants [O:1]=[C:2]1[N:6]([CH2:7][C:8]([O:10][C:11]([CH3:14])([CH3:13])[CH3:12])=[O:9])[C:5]2[CH:15]=[CH:16][CH:17]=[CH:18][C:4]=2[NH:3]1.C[Si]([N-][Si](C)(C)C)(C)C.[Na+].Cl[C:30]1[N:35]=[C:34]([O:36][CH3:37])[CH:33]=[CH:32][N:31]=1, predict the reaction product.